Task: Predict the product of the given reaction.. Dataset: Forward reaction prediction with 1.9M reactions from USPTO patents (1976-2016) Given the reactants B1(B2O[C:13]([CH3:16])([CH3:15])[C:12]([CH3:18])([CH3:17])O2)O[C:13]([CH3:16])([CH3:15])[C:12]([CH3:18])([CH3:17])O1.O(C)[Li].[CH2:22](Cl)Cl.Br[C:26](=[C:28](C)C)[CH3:27], predict the reaction product. The product is: [CH3:27][C:26](=[C:16]([CH3:22])[C:13]([CH3:15])=[C:12]([CH3:17])[CH3:18])[CH3:28].